Dataset: Full USPTO retrosynthesis dataset with 1.9M reactions from patents (1976-2016). Task: Predict the reactants needed to synthesize the given product. (1) Given the product [CH:8]1([NH:11][C:12]2[N:17]3[N:18]=[CH:19][C:20]([CH:21]=[C:7]4[C:5](=[O:6])[NH:4][C:2](=[O:3])[NH:1]4)=[C:16]3[N:15]=[C:14]([S:23][CH3:24])[C:13]=2[C:25]#[N:26])[CH2:9][CH2:10]1, predict the reactants needed to synthesize it. The reactants are: [NH:1]1[CH2:7][C:5](=[O:6])[NH:4][C:2]1=[O:3].[CH:8]1([NH:11][C:12]2[N:17]3[N:18]=[CH:19][C:20]([CH:21]=O)=[C:16]3[N:15]=[C:14]([S:23][CH3:24])[C:13]=2[C:25]#[N:26])[CH2:10][CH2:9]1.N1CCCCC1. (2) Given the product [CH3:31][O:30][N:21]([CH3:25])[C:11]([C:3]1[NH:4][C:5]2[C:10]([C:2]=1[CH3:1])=[CH:9][CH:8]=[CH:7][CH:6]=2)=[O:13], predict the reactants needed to synthesize it. The reactants are: [CH3:1][C:2]1[C:10]2[C:5](=[CH:6][CH:7]=[CH:8][CH:9]=2)[NH:4][C:3]=1[C:11]([OH:13])=O.F[P-](F)(F)(F)(F)F.[N:21]1([O:30][C:31](N(C)C)=[N+](C)C)[C:25]2C=CC=CC=2N=N1.C(N(CC)CC)C.Cl.CNOC. (3) Given the product [NH2:19][C:5]1[CH:4]=[CH:3][C:2]([Cl:1])=[C:11]2[C:6]=1[CH2:7][CH2:8][N:9]([C:12]([O:14][C:15]([CH3:18])([CH3:17])[CH3:16])=[O:13])[CH2:10]2, predict the reactants needed to synthesize it. The reactants are: [Cl:1][C:2]1[CH:3]=[CH:4][C:5]([N+:19]([O-])=O)=[C:6]2[C:11]=1[CH2:10][N:9]([C:12]([O:14][C:15]([CH3:18])([CH3:17])[CH3:16])=[O:13])[CH2:8][CH2:7]2.O.O.Cl[Sn]Cl.O.C([O-])(O)=O.[Na+].